The task is: Predict the reaction yield, written as a fraction of the theoretical maximum amount of product (1.0 means a 100% yield; for example, 0.34 means a 34% yield).. This data is from Reaction yield outcomes from USPTO patents with 853,638 reactions. The reactants are [CH2:1]([N:3]1[C:7]([CH2:8][CH2:9][NH2:10])=[CH:6][C:5]([CH3:11])=[N:4]1)[CH3:2].C(O)(=O)C.[F:16][C:17]([F:29])([F:28])[C:18]1[CH:23]=[CH:22][C:21]([CH2:24][CH2:25][CH:26]=O)=[CH:20][CH:19]=1. The catalyst is C(O)C. The product is [CH2:1]([N:3]1[C:7]2[CH2:8][CH2:9][NH:10][CH:26]([CH2:25][CH2:24][C:21]3[CH:22]=[CH:23][C:18]([C:17]([F:16])([F:28])[F:29])=[CH:19][CH:20]=3)[C:6]=2[C:5]([CH3:11])=[N:4]1)[CH3:2]. The yield is 0.345.